From a dataset of Reaction yield outcomes from USPTO patents with 853,638 reactions. Predict the reaction yield, written as a fraction of the theoretical maximum amount of product (1.0 means a 100% yield; for example, 0.34 means a 34% yield). (1) The reactants are [C:1]([C:3]1[N:8]=[CH:7][C:6]([C:9]2[CH:14]=[C:13]([C:15]([F:18])([F:17])[F:16])[CH:12]=[CH:11][C:10]=2[NH:19][C:20]([C:22]2[C:27](=[O:28])[N:26]([CH2:29][C:30]3[CH:35]=[CH:34][CH:33]=[C:32]([F:36])[C:31]=3[F:37])[N:25]3[CH2:38][CH2:39][CH2:40][C@:24]3([CH3:41])[C:23]=2[OH:42])=[O:21])=[CH:5][C:4]=1[N+]([O-])=O)#[N:2].[CH3:46][S-:47].[Na+].P([O-])(O)(O)=O.[K+]. The catalyst is CN(C)C=O. The product is [C:1]([C:3]1[N:8]=[CH:7][C:6]([C:9]2[CH:14]=[C:13]([C:15]([F:18])([F:17])[F:16])[CH:12]=[CH:11][C:10]=2[NH:19][C:20]([C:22]2[C:27](=[O:28])[N:26]([CH2:29][C:30]3[CH:35]=[CH:34][CH:33]=[C:32]([F:36])[C:31]=3[F:37])[N:25]3[CH2:38][CH2:39][CH2:40][C@:24]3([CH3:41])[C:23]=2[OH:42])=[O:21])=[CH:5][C:4]=1[S:47][CH3:46])#[N:2]. The yield is 0.490. (2) The reactants are [Cl:1][C:2]1[CH:10]=[C:9]([F:11])[C:8]([N+:12]([O-:14])=[O:13])=[CH:7][C:3]=1[C:4](Cl)=[O:5].[CH:15]1([NH2:20])[CH2:19][CH2:18][CH2:17][CH2:16]1. The catalyst is C(Cl)Cl. The product is [Cl:1][C:2]1[CH:10]=[C:9]([F:11])[C:8]([N+:12]([O-:14])=[O:13])=[CH:7][C:3]=1[C:4]([NH:20][CH:15]1[CH2:19][CH2:18][CH2:17][CH2:16]1)=[O:5].[Cl:1][C:2]1[CH:10]=[C:9]([NH:20][CH:15]2[CH2:19][CH2:18][CH2:17][CH2:16]2)[C:8]([N+:12]([O-:14])=[O:13])=[CH:7][C:3]=1[C:4]([NH:20][CH:15]1[CH2:19][CH2:18][CH2:17][CH2:16]1)=[O:5]. The yield is 0.280. (3) The reactants are [NH3:1].[CH2:2]([OH:9])[C:3]1[CH:8]=[CH:7][CH:6]=[CH:5][CH:4]=1. The catalyst is C1(C)C=CC=CC=1. The product is [CH2:2]([NH2:1])[C:3]1[CH:8]=[CH:7][CH:6]=[CH:5][CH:4]=1.[CH:2](=[N:1][CH2:2][C:3]1[CH:8]=[CH:7][CH:6]=[CH:5][CH:4]=1)[C:3]1[CH:8]=[CH:7][CH:6]=[CH:5][CH:4]=1.[CH2:2]([OH:9])[C:3]1[CH:8]=[CH:7][CH:6]=[CH:5][CH:4]=1. The yield is 0.646. (4) The reactants are C(N(C(C)C)CC)(C)C.[NH:10]1[CH2:14][CH2:13][CH2:12][CH2:11]1.Br[CH2:16][C:17]([C:19]1[CH:24]=[CH:23][C:22]([Br:25])=[CH:21][CH:20]=1)=[O:18].O.C(=O)(O)[O-].[Na+]. The catalyst is C1COCC1. The product is [Br:25][C:22]1[CH:23]=[CH:24][C:19]([C:17](=[O:18])[CH2:16][N:10]2[CH2:14][CH2:13][CH2:12][CH2:11]2)=[CH:20][CH:21]=1. The yield is 0.490. (5) The reactants are [C:1]([O:11][CH2:12][CH3:13])(=[O:10])[CH:2]=[CH:3][C:4]1[CH:9]=[CH:8][CH:7]=[CH:6][CH:5]=1. The catalyst is [Pd].CO. The product is [C:4]1([CH2:3][CH2:2][C:1]([O:11][CH2:12][CH3:13])=[O:10])[CH:9]=[CH:8][CH:7]=[CH:6][CH:5]=1. The yield is 0.990. (6) The reactants are [C:1]([O:5][C:6](=[O:36])[NH:7][C:8]1([C:12]2[CH:17]=[CH:16][C:15]([C:18]3[C:27](=[O:28])[C:26]4[C:21](=[CH:22][CH:23]=[C:24](F)[CH:25]=4)[O:20][C:19]=3[C:30]3[CH:35]=[CH:34][CH:33]=[CH:32][CH:31]=3)=[CH:14][CH:13]=2)[CH2:11][CH2:10][CH2:9]1)([CH3:4])([CH3:3])[CH3:2].[Br:37]C1C=C2C(=CC=1)OC(C1C=CC=CC=1)=C(I)C2=O. No catalyst specified. The product is [C:1]([O:5][C:6](=[O:36])[NH:7][C:8]1([C:12]2[CH:17]=[CH:16][C:15]([C:18]3[C:27](=[O:28])[C:26]4[C:21](=[CH:22][CH:23]=[C:24]([Br:37])[CH:25]=4)[O:20][C:19]=3[C:30]3[CH:35]=[CH:34][CH:33]=[CH:32][CH:31]=3)=[CH:14][CH:13]=2)[CH2:11][CH2:10][CH2:9]1)([CH3:4])([CH3:3])[CH3:2]. The yield is 0.740. (7) The reactants are [OH:1][CH2:2][CH2:3][CH2:4][C:5]1[C:10](=[O:11])[N:9](CC2C=CC(OC)=CC=2)[NH:8][C:7](=[O:21])[CH:6]=1.C1(OC)C=CC=CC=1. The catalyst is C(O)(C(F)(F)F)=O. The product is [OH:1][CH2:2][CH2:3][CH2:4][C:5]1[C:10](=[O:11])[NH:9][NH:8][C:7](=[O:21])[CH:6]=1. The yield is 0.920. (8) The catalyst is C(#N)C. The reactants are [C:1]([C:3]1[CH:4]=[C:5]2[C:10](=[CH:11][C:12]=1[F:13])[O:9][CH2:8][CH2:7][CH:6]2[C:14]([O:16][CH3:17])=[O:15])#[N:2].[C:18]([O-])([O-])=O.[K+].[K+].IC.[H-].[Na+]. The yield is 0.340. The product is [C:1]([C:3]1[CH:4]=[C:5]2[C:10](=[CH:11][C:12]=1[F:13])[O:9][CH2:8][CH2:7][C:6]2([CH3:18])[C:14]([O:16][CH3:17])=[O:15])#[N:2]. (9) The reactants are [O:1]1[CH2:6][CH2:5][N:4]([C:7]2[N:12]=[C:11]([N:13]3[CH2:18][CH2:17][O:16][CH2:15][CH2:14]3)[N:10]=[C:9]([C:19]3[CH:24]=[CH:23][C:22]([NH:25][C:26](=[O:37])[NH:27][C:28]4[CH:36]=[CH:35][C:31]([C:32]([OH:34])=O)=[CH:30][CH:29]=4)=[CH:21][CH:20]=3)[N:8]=2)[CH2:3][CH2:2]1.C[CH2:39][N:40](C(C)C)C(C)C.CN(C(ON1N=NC2C=CC=CC1=2)=[N+](C)C)C.F[P-](F)(F)(F)(F)F.CN. The catalyst is CN1C(=O)CCC1. The product is [O:16]1[CH2:15][CH2:14][N:13]([C:11]2[N:12]=[C:7]([N:4]3[CH2:3][CH2:2][O:1][CH2:6][CH2:5]3)[N:8]=[C:9]([C:19]3[CH:20]=[CH:21][C:22]([NH:25][C:26](=[O:37])[NH:27][C:28]4[CH:36]=[CH:35][C:31]([C:32]([NH:40][CH3:39])=[O:34])=[CH:30][CH:29]=4)=[CH:23][CH:24]=3)[N:10]=2)[CH2:18][CH2:17]1. The yield is 0.770. (10) The reactants are CO[C:3](=[O:20])[C:4]1[CH:9]=[C:8]([C:10]2[CH:15]=[CH:14][N:13]=[N:12][CH:11]=2)[C:7]([CH:16]([CH3:18])[CH3:17])=[CH:6][C:5]=1[NH2:19].ClC([O:24][C:25]1C=CC(Cl)=CC=1)=O.[CH3:32][S:33]([NH:36][NH2:37])(=[O:35])=[O:34].CCN(C(C)C)C(C)C. The catalyst is O1CCOCC1. The product is [CH:16]([C:7]1[CH:6]=[C:5]2[C:4]([C:3](=[O:20])[N:37]([NH:36][S:33]([CH3:32])(=[O:35])=[O:34])[C:25](=[O:24])[NH:19]2)=[CH:9][C:8]=1[C:10]1[CH:15]=[CH:14][N:13]=[N:12][CH:11]=1)([CH3:17])[CH3:18]. The yield is 0.510.